This data is from Drug-induced liver injury (DILI) classification data. The task is: Regression/Classification. Given a drug SMILES string, predict its toxicity properties. Task type varies by dataset: regression for continuous values (e.g., LD50, hERG inhibition percentage) or binary classification for toxic/non-toxic outcomes (e.g., AMES mutagenicity, cardiotoxicity, hepatotoxicity). Dataset: dili. (1) The compound is CC(=O)Oc1ccc(C2(c3ccc(OC(C)=O)cc3)C(=O)N(C(C)=O)c3ccccc32)cc1. The result is 1 (causes liver injury). (2) The molecule is CC(C)(CO)C(O)C(=O)NCCCO. The result is 0 (no liver injury). (3) The compound is CNCCCC1c2ccccc2C=Cc2ccccc21. The result is 0 (no liver injury). (4) The drug is COC(=O)C1=C(C)NC(C)=C(C(=O)OC)C1c1ccccc1[N+](=O)[O-]. The result is 1 (causes liver injury). (5) The compound is Cc1ccc2cc3c(ccc4ccccc43)c3c2c1CC3. The result is 1 (causes liver injury). (6) The molecule is CC(Cc1ccc(O)c(O)c1)(NN)C(=O)O. The result is 0 (no liver injury).